This data is from Catalyst prediction with 721,799 reactions and 888 catalyst types from USPTO. The task is: Predict which catalyst facilitates the given reaction. Reactant: C([N:4]1[C:12]2[C:7](=[CH:8][C:9]([C:13]3[NH:14][C:15]4[N:16]([N:20]=[C:21]([C:23]5[CH:28]=[CH:27][C:26]([F:29])=[CH:25][CH:24]=5)[N:22]=4)[C:17](=[O:19])[CH:18]=3)=[CH:10][CH:11]=2)[CH:6]=[N:5]1)(=O)C.C(=O)([O-])[O-].[K+].[K+]. Product: [F:29][C:26]1[CH:27]=[CH:28][C:23]([C:21]2[N:22]=[C:15]3[NH:14][C:13]([C:9]4[CH:8]=[C:7]5[C:12](=[CH:11][CH:10]=4)[NH:4][N:5]=[CH:6]5)=[CH:18][C:17](=[O:19])[N:16]3[N:20]=2)=[CH:24][CH:25]=1. The catalyst class is: 5.